Dataset: Forward reaction prediction with 1.9M reactions from USPTO patents (1976-2016). Task: Predict the product of the given reaction. (1) Given the reactants Cl[C:2]1[N:7]=[CH:6][C:5]([CH2:8][C:9]2[C:10]3[CH:29]=[CH:28][CH:27]=[CH:26][C:11]=3[C:12]3[CH2:13][N:14]([C@H:19]4[CH2:24][CH2:23][CH2:22][CH2:21][C@@H:20]4[OH:25])[C:15](=[O:18])[C:16]=3[CH:17]=2)=[CH:4][CH:3]=1.[CH3:30][Zn]C.ClCCl, predict the reaction product. The product is: [OH:25][C@H:20]1[CH2:21][CH2:22][CH2:23][CH2:24][C@@H:19]1[N:14]1[CH2:13][C:12]2[C:11]3[CH:26]=[CH:27][CH:28]=[CH:29][C:10]=3[C:9]([CH2:8][C:5]3[CH:6]=[N:7][C:2]([CH3:30])=[CH:3][CH:4]=3)=[CH:17][C:16]=2[C:15]1=[O:18]. (2) Given the reactants [O:1]1[C@@:5]2([CH:10]3[CH2:11][CH2:12][N:7]([CH2:8][CH2:9]3)[CH2:6]2)[CH2:4][NH:3][C:2]1=[O:13].Br[C:15]1[CH:16]=[C:17]([C:20]2[CH:25]=[CH:24][N:23]=[CH:22][CH:21]=2)[O:18][CH:19]=1, predict the reaction product. The product is: [N:23]1[CH:22]=[CH:21][C:20]([C:17]2[O:18][CH:19]=[C:15]([N:3]3[CH2:4][C@:5]4([CH:10]5[CH2:11][CH2:12][N:7]([CH2:8][CH2:9]5)[CH2:6]4)[O:1][C:2]3=[O:13])[CH:16]=2)=[CH:25][CH:24]=1. (3) Given the reactants [N:1]([CH:4]([C:6]1[N:7]=[C:8]2[S:16][CH:15]=[C:14]([CH3:17])[N:9]2[C:10](=[O:13])[C:11]=1Br)[CH3:5])=[N+:2]=[N-:3].[F:18][C:19]1[CH:20]=[C:21](B(O)O)[CH:22]=[CH:23][CH:24]=1.C(=O)([O-])[O-].[Na+].[Na+].O, predict the reaction product. The product is: [N:1]([CH:4]([C:6]1[N:7]=[C:8]2[S:16][CH:15]=[C:14]([CH3:17])[N:9]2[C:10](=[O:13])[C:11]=1[C:23]1[CH:22]=[CH:21][CH:20]=[C:19]([F:18])[CH:24]=1)[CH3:5])=[N+:2]=[N-:3]. (4) Given the reactants [F:1][C:2]1[CH:29]=[CH:28][C:5]([CH2:6][NH:7][C:8]([C:10]2([CH2:23][CH2:24][CH2:25][CH2:26]Br)[C:22]3[CH:21]=[CH:20][CH:19]=[CH:18][C:17]=3[C:16]3[C:11]2=[CH:12][CH:13]=[CH:14][CH:15]=3)=[O:9])=[CH:4][CH:3]=1.[N:30]1([C:37]2[S:38][C:39]3[CH:45]=[CH:44][CH:43]=[CH:42][C:40]=3[N:41]=2)[CH2:36][CH2:35][CH2:34][NH:33][CH2:32][CH2:31]1, predict the reaction product. The product is: [F:1][C:2]1[CH:29]=[CH:28][C:5]([CH2:6][NH:7][C:8]([C:10]2([CH2:23][CH2:24][CH2:25][CH2:26][N:33]3[CH2:34][CH2:35][CH2:36][N:30]([C:37]4[S:38][C:39]5[CH:45]=[CH:44][CH:43]=[CH:42][C:40]=5[N:41]=4)[CH2:31][CH2:32]3)[C:22]3[CH:21]=[CH:20][CH:19]=[CH:18][C:17]=3[C:16]3[C:11]2=[CH:12][CH:13]=[CH:14][CH:15]=3)=[O:9])=[CH:4][CH:3]=1. (5) Given the reactants Br[CH2:2][CH2:3][CH2:4][CH2:5][O:6][C:7]1[CH:8]=[CH:9][C:10]2[C:14]([C:15]3[CH:20]=[CH:19][C:18]([Br:21])=[CH:17][CH:16]=3)=[C:13]([CH3:22])[S:12][C:11]=2[CH:23]=1.[NH:24]1[CH2:29][CH2:28][CH2:27][CH2:26][CH2:25]1, predict the reaction product. The product is: [Br:21][C:18]1[CH:19]=[CH:20][C:15]([C:14]2[C:10]3[CH:9]=[CH:8][C:7]([O:6][CH2:5][CH2:4][CH2:3][CH2:2][N:24]4[CH2:29][CH2:28][CH2:27][CH2:26][CH2:25]4)=[CH:23][C:11]=3[S:12][C:13]=2[CH3:22])=[CH:16][CH:17]=1. (6) Given the reactants [CH:1]12[CH:8]([N:9]([CH2:18][C:19]3[C:24]([CH3:25])=[CH:23][CH:22]=[CH:21][N:20]=3)[CH2:10][C:11]3[C:16]([CH3:17])=[CH:15][CH:14]=[CH:13][N:12]=3)[CH:5]([CH2:6][CH2:7]1)[CH2:4][NH:3][CH2:2]2.C1([O:32][C:33]([NH:35][OH:36])=O)C=CC=CC=1.O, predict the reaction product. The product is: [OH:36][NH:35][C:33]([N:3]1[CH2:4][CH:5]2[CH:8]([N:9]([CH2:10][C:11]3[C:16]([CH3:17])=[CH:15][CH:14]=[CH:13][N:12]=3)[CH2:18][C:19]3[C:24]([CH3:25])=[CH:23][CH:22]=[CH:21][N:20]=3)[CH:1]([CH2:7][CH2:6]2)[CH2:2]1)=[O:32]. (7) Given the reactants C(OC([N:8]1[CH2:12][CH:11]2[CH2:13][N:14]([C:16]3[N:21]=[CH:20][C:19]([C:22]([O:24][CH2:25][CH3:26])=[O:23])=[CH:18][N:17]=3)[CH2:15][CH:10]2[CH2:9]1)=O)(C)(C)C.Cl.O1CCOCC1, predict the reaction product. The product is: [CH2:13]1[CH:11]2[CH2:12][NH:8][CH2:9][CH:10]2[CH2:15][N:14]1[C:16]1[N:21]=[CH:20][C:19]([C:22]([O:24][CH2:25][CH3:26])=[O:23])=[CH:18][N:17]=1. (8) Given the reactants [CH2:1]1[C:9]2[C:4](=[CH:5][C:6]([S:10](Cl)(=[O:12])=[O:11])=[CH:7][CH:8]=2)[CH2:3][CH2:2]1.[NH2:14][C:15]1[CH:20]=[CH:19][CH:18]=[CH:17][C:16]=1[S:21]([NH2:24])(=[O:23])=[O:22], predict the reaction product. The product is: [S:21]([C:16]1[CH:17]=[CH:18][CH:19]=[CH:20][C:15]=1[NH:14][S:10]([C:6]1[CH:5]=[C:4]2[C:9](=[CH:8][CH:7]=1)[CH2:1][CH2:2][CH2:3]2)(=[O:12])=[O:11])(=[O:22])(=[O:23])[NH2:24]. (9) Given the reactants Cl.Cl[C:3]1[CH:8]=[CH:7][N:6]=[CH:5][CH:4]=1.[O:9]=[C:10]1C2(CCNCC2)C(=O)CC1.C([N:23]([CH2:26][CH3:27])[CH2:24][CH3:25])C, predict the reaction product. The product is: [N:6]1[CH:7]=[CH:8][C:3]([N:23]2[CH2:24][CH2:25][C:10](=[O:9])[CH2:27][CH2:26]2)=[CH:4][CH:5]=1. (10) Given the reactants CO[C:3]([C:5]1[C:14]([OH:15])=[C:13]2[C:8]([CH:9]=[CH:10][C:11](=[O:23])[N:12]2[CH2:16][C:17]2[CH:22]=[CH:21][CH:20]=[CH:19][CH:18]=2)=[C:7]([CH3:24])[N:6]=1)=[O:4].[NH2:25][CH2:26][CH2:27][C:28]([OH:30])=[O:29].C[O-].[Na+], predict the reaction product. The product is: [CH2:16]([N:12]1[C:13]2[C:8](=[C:7]([CH3:24])[N:6]=[C:5]([C:3]([NH:25][CH2:26][CH2:27][C:28]([OH:30])=[O:29])=[O:4])[C:14]=2[OH:15])[CH:9]=[CH:10][C:11]1=[O:23])[C:17]1[CH:18]=[CH:19][CH:20]=[CH:21][CH:22]=1.